This data is from Forward reaction prediction with 1.9M reactions from USPTO patents (1976-2016). The task is: Predict the product of the given reaction. (1) Given the reactants [NH2:1][C:2]1[CH:22]=[CH:21][C:5]([O:6][C:7]2[N:12]=[CH:11][N:10]=[C:9]([NH:13][C:14](=[O:20])[O:15][C:16]([CH3:19])([CH3:18])[CH3:17])[CH:8]=2)=[C:4]([F:23])[CH:3]=1.[F:24][C:25]1[CH:30]=[CH:29][C:28]([NH:31][C:32](=[O:37])[CH2:33][C:34](O)=[O:35])=[CH:27][CH:26]=1.CN(C(ON1N=NC2C=CC=CC1=2)=[N+](C)C)C.[B-](F)(F)(F)F.CCN(C(C)C)C(C)C, predict the reaction product. The product is: [F:23][C:4]1[CH:3]=[C:2]([NH:1][C:34](=[O:35])[CH2:33][C:32]([NH:31][C:28]2[CH:29]=[CH:30][C:25]([F:24])=[CH:26][CH:27]=2)=[O:37])[CH:22]=[CH:21][C:5]=1[O:6][C:7]1[N:12]=[CH:11][N:10]=[C:9]([NH:13][C:14](=[O:20])[O:15][C:16]([CH3:19])([CH3:18])[CH3:17])[CH:8]=1. (2) Given the reactants [N:1]([CH2:4][S:5]([CH3:8])(=[O:7])=[O:6])=[C:2]=[O:3].[N+:9](=[C:11]1[N:15]=[CH:14][N:13]=[C:12]1[C:16]([NH2:18])=[O:17])=[N-:10], predict the reaction product. The product is: [CH3:8][S:5]([CH2:4][N:1]1[C:2](=[O:3])[N:15]2[CH:14]=[N:13][C:12]([C:16]([NH2:18])=[O:17])=[C:11]2[N:9]=[N:10]1)(=[O:7])=[O:6].